From a dataset of Catalyst prediction with 721,799 reactions and 888 catalyst types from USPTO. Predict which catalyst facilitates the given reaction. (1) Reactant: [CH2:1]([OH:8])[C:2]1[CH:7]=[CH:6][CH:5]=[CH:4][CH:3]=1.N1C=CC=CC=1.Cl[C:16]([O:18][CH:19]([Cl:21])[CH3:20])=[O:17]. Product: [C:16](=[O:17])([O:18][CH:19]([Cl:21])[CH3:20])[O:8][CH2:1][C:2]1[CH:7]=[CH:6][CH:5]=[CH:4][CH:3]=1. The catalyst class is: 4. (2) Reactant: [NH:1]1[CH2:6][CH2:5][CH:4]([OH:7])[CH2:3][CH2:2]1.[C:8](O[C:8]([O:10][C:11]([CH3:14])([CH3:13])[CH3:12])=[O:9])([O:10][C:11]([CH3:14])([CH3:13])[CH3:12])=[O:9]. Product: [OH:7][CH:4]1[CH2:5][CH2:6][N:1]([C:8]([O:10][C:11]([CH3:14])([CH3:13])[CH3:12])=[O:9])[CH2:2][CH2:3]1. The catalyst class is: 616. (3) The catalyst class is: 128. Product: [Cl:1][C:2]1[N:11]=[C:10]([Cl:12])[CH:9]=[C:8]([C:14]#[N:15])[C:3]=1[C:4]([O:6][CH3:7])=[O:5]. Reactant: [Cl:1][C:2]1[N:11]=[C:10]([Cl:12])[CH:9]=[C:8](I)[C:3]=1[C:4]([O:6][CH3:7])=[O:5].[C:14]([Zn]C#N)#[N:15].O.CCOC(C)=O. (4) Reactant: [I-].C[S+](C)(C)=O.[H-].[Na+].[CH3:9]S(C)=O.[CH3:13][C:14]([CH3:35])([CH3:34])[C:15]([C:17]1[CH:22]=[CH:21][C:20]([C:23]2[CH:28]=[CH:27][C:26]([O:29][C:30]([F:33])([F:32])[F:31])=[CH:25][CH:24]=2)=[CH:19][N:18]=1)=[O:16]. Product: [C:14]([C:15]1([C:17]2[CH:22]=[CH:21][C:20]([C:23]3[CH:28]=[CH:27][C:26]([O:29][C:30]([F:33])([F:31])[F:32])=[CH:25][CH:24]=3)=[CH:19][N:18]=2)[CH2:9][O:16]1)([CH3:35])([CH3:34])[CH3:13]. The catalyst class is: 1.